From a dataset of Reaction yield outcomes from USPTO patents with 853,638 reactions. Predict the reaction yield, written as a fraction of the theoretical maximum amount of product (1.0 means a 100% yield; for example, 0.34 means a 34% yield). (1) The reactants are [CH3:1][C:2]1[O:6][C:5]([C:7]2[CH:12]=[CH:11][CH:10]=[CH:9][CH:8]=2)=[N:4][C:3]=1[CH2:13][O:14][C:15]1[CH:20]=[CH:19][C:18]([S:21][C:22]2[O:23][C:24]([CH2:33][CH2:34][C:35]([O:37]C)=[O:36])=[C:25]([C:27]3[CH:32]=[CH:31][CH:30]=[CH:29][CH:28]=3)[N:26]=2)=[CH:17][CH:16]=1.O.[OH-].[Li+].O1CCCC1.Cl. The catalyst is CO.O. The product is [CH3:1][C:2]1[O:6][C:5]([C:7]2[CH:12]=[CH:11][CH:10]=[CH:9][CH:8]=2)=[N:4][C:3]=1[CH2:13][O:14][C:15]1[CH:16]=[CH:17][C:18]([S:21][C:22]2[O:23][C:24]([CH2:33][CH2:34][C:35]([OH:37])=[O:36])=[C:25]([C:27]3[CH:28]=[CH:29][CH:30]=[CH:31][CH:32]=3)[N:26]=2)=[CH:19][CH:20]=1. The yield is 0.820. (2) The reactants are [Cl:8][C:7]([Cl:10])([Cl:9])[C:6](O[C:6](=[O:11])[C:7]([Cl:10])([Cl:9])[Cl:8])=[O:11].[NH2:14][C:15]1[N:20]=[C:19]([NH:21][C:22]2[CH:27]=[CH:26][CH:25]=[C:24]([F:28])[CH:23]=2)[N:18]=[C:17]([C:29](=[NH:32])[NH:30]O)[N:16]=1. The catalyst is O1CCOCC1. The product is [F:28][C:24]1[CH:23]=[C:22]([NH:21][C:19]2[N:20]=[C:15]([NH2:14])[N:16]=[C:17]([C:29]3[N:30]=[C:6]([C:7]([Cl:8])([Cl:9])[Cl:10])[O:11][N:32]=3)[N:18]=2)[CH:27]=[CH:26][CH:25]=1. The yield is 0.910. (3) The reactants are [Cl:1][C:2]1[CH:7]=[CH:6][C:5]([N:8]2[CH2:17][CH2:16][C:11]3(OCC[O:12]3)[CH2:10][CH2:9]2)=[CH:4][CH:3]=1.Cl.O.[BH4-].[Na+]. The catalyst is CO.C(O)C. The product is [Cl:1][C:2]1[CH:7]=[CH:6][C:5]([N:8]2[CH2:9][CH2:10][CH:11]([OH:12])[CH2:16][CH2:17]2)=[CH:4][CH:3]=1. The yield is 0.800. (4) The reactants are [Cl:1][C:2]1[CH:7]=[CH:6][C:5]([C:8]2[O:12][C:11]([CH3:13])=[C:10]([CH:14]([O:19][C:20]3[CH:28]=[CH:27][C:23]([C:24](O)=[O:25])=[CH:22][CH:21]=3)[CH2:15][CH:16]([CH3:18])[CH3:17])[CH:9]=2)=[CH:4][CH:3]=1.[CH3:29][NH:30][CH2:31][CH2:32][C:33]([O:35]CC)=[O:34]. No catalyst specified. The product is [Cl:1][C:2]1[CH:3]=[CH:4][C:5]([C:8]2[O:12][C:11]([CH3:13])=[C:10]([CH:14]([O:19][C:20]3[CH:28]=[CH:27][C:23]([C:24]([N:30]([CH3:29])[CH2:31][CH2:32][C:33]([OH:35])=[O:34])=[O:25])=[CH:22][CH:21]=3)[CH2:15][CH:16]([CH3:18])[CH3:17])[CH:9]=2)=[CH:6][CH:7]=1. The yield is 0.860. (5) The reactants are [OH:1][C:2]1[N:6]([C:7]2[CH:12]=[C:11]([C:13]#[N:14])[CH:10]=[CH:9][N:8]=2)[N:5]=[CH:4][CH:3]=1.[F:15][C:16]1[CH:17]=[C:18]([CH:21]=[CH:22][CH:23]=1)[CH2:19]O. No catalyst specified. The product is [F:15][C:16]1[CH:17]=[C:18]([CH:21]=[CH:22][CH:23]=1)[CH2:19][O:1][C:2]1[N:6]([C:7]2[CH:12]=[C:11]([C:13]#[N:14])[CH:10]=[CH:9][N:8]=2)[N:5]=[CH:4][CH:3]=1. The yield is 0.270. (6) The reactants are C(OC([C:6]1[CH:11]=[CH:10][C:9]([N:12]2[CH2:17][CH2:16][C:15](=O)[CH2:14][CH2:13]2)=[CH:8][CH:7]=1)=O)C.[NH2:19][CH2:20][C@@H:21]([C:23]1[CH:24]=[CH:25][C:26]([OH:34])=[C:27]([NH:29][S:30]([CH3:33])(=[O:32])=[O:31])[CH:28]=1)[OH:22].C(O[BH-](O[C:45](=[O:47])[CH3:46])OC(=O)C)(=O)C.[Na+].[C:49](=O)(O)[O-:50].[Na+]. The catalyst is CN(C)C=O.C(O)(=O)C. The product is [CH2:45]([O:47][C:49](=[O:50])[C:8]1[CH:7]=[CH:6][CH:11]=[CH:10][C:9]=1[N:12]1[CH2:13][CH2:14][CH:15]([NH:19][CH2:20][C@H:21]([OH:22])[C:23]2[CH:24]=[CH:25][C:26]([OH:34])=[C:27]([NH:29][S:30]([CH3:33])(=[O:32])=[O:31])[CH:28]=2)[CH2:16][CH2:17]1)[CH3:46]. The yield is 0.500. (7) The reactants are [S:1]([C:22]1[C:27]([NH:28][S:29]([C:32]2[CH:37]=[CH:36][C:35]([Cl:38])=[CH:34][C:33]=2[F:39])(=[O:31])=[O:30])=[CH:26][C:25]([Cl:40])=[CH:24][CH:23]=1)[S:1][C:22]1[C:27]([NH:28][S:29]([C:32]2[CH:37]=[CH:36][C:35]([Cl:38])=[CH:34][C:33]=2[F:39])(=[O:30])=[O:31])=[CH:26][C:25]([Cl:40])=[CH:24][CH:23]=1.C([O-])(O)=O.[Na+].C1(P(C2C=CC=CC=2)C2C=CC=CC=2)C=CC=CC=1.Br[CH2:66][CH2:67][C:68]([O:70][CH3:71])=[O:69]. The catalyst is C(Cl)Cl.O1CCOCC1.CCOC(C)=O. The product is [Cl:40][C:25]1[CH:24]=[CH:23][C:22]([S:1][CH2:66][CH2:67][C:68]([O:70][CH3:71])=[O:69])=[C:27]([NH:28][S:29]([C:32]2[CH:37]=[CH:36][C:35]([Cl:38])=[CH:34][C:33]=2[F:39])(=[O:30])=[O:31])[CH:26]=1. The yield is 0.770. (8) The reactants are C([O-])([O-])=O.[Na+].[Na+].Cl[C:8]1[C:9]2[C@H:16]([CH3:17])[CH2:15][CH2:14][C:10]=2[N:11]=[CH:12][N:13]=1.B1([C:27]2[CH2:32][CH2:31][N:30]([C:33]([O:35][C:36]([CH3:39])([CH3:38])[CH3:37])=[O:34])[CH2:29][CH:28]=2)OC(C)(C)C(C)(C)O1.O. The catalyst is O1CCOCC1.Cl[Pd](Cl)([P](C1C=CC=CC=1)(C1C=CC=CC=1)C1C=CC=CC=1)[P](C1C=CC=CC=1)(C1C=CC=CC=1)C1C=CC=CC=1. The product is [CH3:17][C@H:16]1[C:9]2[C:8]([C:27]3[CH2:32][CH2:31][N:30]([C:33]([O:35][C:36]([CH3:39])([CH3:38])[CH3:37])=[O:34])[CH2:29][CH:28]=3)=[N:13][CH:12]=[N:11][C:10]=2[CH2:14][CH2:15]1. The yield is 0.670. (9) The reactants are [CH3:1][O:2][C:3]1[CH:8]=[CH:7][C:6]([S:9]([C:12]([CH2:24][C:25]#[C:26][CH2:27][CH2:28][CH2:29][CH2:30][CH3:31])([CH2:16][C:17]#[C:18][CH2:19][CH2:20][CH2:21][CH2:22][CH3:23])[C:13](O)=[O:14])(=[O:11])=[O:10])=[CH:5][CH:4]=1.Cl.[NH2:33][OH:34].[K+].[Br-]. No catalyst specified. The product is [OH:34][NH:33][C:13](=[O:14])[C:12]([S:9]([C:6]1[CH:7]=[CH:8][C:3]([O:2][CH3:1])=[CH:4][CH:5]=1)(=[O:11])=[O:10])([CH2:24][C:25]#[C:26][CH2:27][CH2:28][CH2:29][CH2:30][CH3:31])[CH2:16][C:17]#[C:18][CH2:19][CH2:20][CH2:21][CH2:22][CH3:23]. The yield is 0.620. (10) The reactants are [C:1]([CH:3]1[CH2:6][N:5]([C:7]([O:9][C:10]([CH3:13])([CH3:12])[CH3:11])=[O:8])[CH2:4]1)#[N:2].[Br:14][C:15]1[CH:20]=[CH:19][C:18]([CH2:21]Br)=[C:17]([I:23])[CH:16]=1.[Li+].C[Si]([N-][Si](C)(C)C)(C)C. The catalyst is C1COCC1. The product is [Br:14][C:15]1[CH:20]=[CH:19][C:18]([CH2:21][C:3]2([C:1]#[N:2])[CH2:6][N:5]([C:7]([O:9][C:10]([CH3:13])([CH3:12])[CH3:11])=[O:8])[CH2:4]2)=[C:17]([I:23])[CH:16]=1. The yield is 0.750.